This data is from Full USPTO retrosynthesis dataset with 1.9M reactions from patents (1976-2016). The task is: Predict the reactants needed to synthesize the given product. (1) Given the product [Cl:9][C:10]1[CH:15]=[CH:14][C:13]([C:16]([N:23]2[C:31]3[C:26](=[C:27]([NH:32][S:33]([CH3:36])(=[O:34])=[O:35])[CH:28]=[CH:29][CH:30]=3)[CH:25]=[CH:24]2)([CH2:21][CH3:22])[C:17](=[O:18])[CH2:2][C:1]#[N:3])=[CH:12][CH:11]=1, predict the reactants needed to synthesize it. The reactants are: [C:1](#[N:3])[CH3:2].[Li]CCCC.[Cl:9][C:10]1[CH:15]=[CH:14][C:13]([C:16]([N:23]2[C:31]3[C:26](=[C:27]([NH:32][S:33]([CH3:36])(=[O:35])=[O:34])[CH:28]=[CH:29][CH:30]=3)[CH:25]=[CH:24]2)([CH2:21][CH3:22])[C:17](OC)=[O:18])=[CH:12][CH:11]=1. (2) Given the product [Cl:1][C:2]1[C:3]([CH3:9])=[C:4]([CH:5]=[CH:6][CH:7]=1)[O:8][C:18]1[C:27]2[C:26](=[O:28])[N:25]([CH2:29][C:30]3[CH:31]=[CH:32][C:33]([O:36][CH3:37])=[CH:34][CH:35]=3)[C:24](=[O:38])[N:23]([C:39]3[CH:44]=[CH:43][C:42]([I:45])=[CH:41][C:40]=3[F:46])[C:22]=2[N:21]([CH3:47])[C:20](=[O:48])[CH:19]=1, predict the reactants needed to synthesize it. The reactants are: [Cl:1][C:2]1[C:3]([CH3:9])=[C:4]([OH:8])[CH:5]=[CH:6][CH:7]=1.[H-].[Na+].FC(F)(F)S(O[C:18]1[C:27]2[C:26](=[O:28])[N:25]([CH2:29][C:30]3[CH:35]=[CH:34][C:33]([O:36][CH3:37])=[CH:32][CH:31]=3)[C:24](=[O:38])[N:23]([C:39]3[CH:44]=[CH:43][C:42]([I:45])=[CH:41][C:40]=3[F:46])[C:22]=2[N:21]([CH3:47])[C:20](=[O:48])[CH:19]=1)(=O)=O. (3) The reactants are: [Cl:1][CH2:2][CH:3]=O.Cl.[Cl:6][C:7]([Cl:12])=[CH:8][CH2:9][O:10][NH2:11]. Given the product [Cl:6][C:7]([Cl:12])=[CH:8][CH2:9][O:10][N:11]=[CH:3][CH2:2][Cl:1], predict the reactants needed to synthesize it. (4) Given the product [CH3:1][O:2][C:3]1[CH:4]=[C:5]2[C:9](=[C:10]([CH3:12])[CH:11]=1)[N:8]([C:18]([O:17][C:14]([CH3:16])([CH3:15])[CH3:13])=[O:19])[CH:7]=[CH:6]2, predict the reactants needed to synthesize it. The reactants are: [CH3:1][O:2][C:3]1[CH:4]=[C:5]2[C:9](=[C:10]([CH3:12])[CH:11]=1)[NH:8][CH:7]=[CH:6]2.[CH3:13][C:14]([O:17][C:18](O[C:18]([O:17][C:14]([CH3:16])([CH3:15])[CH3:13])=[O:19])=[O:19])([CH3:16])[CH3:15].CCN(CC)CC. (5) Given the product [Cl:64][C:65]1[N:70]=[C:69]([CH2:71][NH:72][C:52](=[O:53])[O:43][CH2:42][C@@H:39]2[CH2:40][O:41][C@H:36]([CH2:35][CH2:34][C:33]3[C:32]([F:51])=[CH:31][N:30]=[CH:29][C:28]=3[NH:27][C:25](=[O:26])[CH2:9][CH:10]([C:11]3[CH:16]=[CH:15][C:14]([F:17])=[CH:13][CH:12]=3)[C:18]3[CH:19]=[CH:20][C:21]([F:24])=[CH:22][CH:23]=3)[CH2:37][NH:38]2)[CH:68]=[CH:67][CH:66]=1, predict the reactants needed to synthesize it. The reactants are: C(OC(N[C@H:9]([C:25]([NH:27][C:28]1[CH:29]=[N:30][CH:31]=[C:32]([F:51])[C:33]=1[CH2:34][CH2:35][C@H:36]1[O:41][CH2:40][C@@H:39]([CH2:42][OH:43])[N:38](C(OC(C)(C)C)=O)[CH2:37]1)=[O:26])[CH:10]([C:18]1[CH:23]=[CH:22][C:21]([F:24])=[CH:20][CH:19]=1)[C:11]1[CH:16]=[CH:15][C:14]([F:17])=[CH:13][CH:12]=1)=O)(C)(C)C.[C:52](N1C=CN=C1)(N1C=CN=C1)=[O:53].[Cl:64][C:65]1[N:70]=[C:69]([CH2:71][NH2:72])[CH:68]=[CH:67][CH:66]=1.